From a dataset of Human liver microsome stability data. Regression/Classification. Given a drug SMILES string, predict its absorption, distribution, metabolism, or excretion properties. Task type varies by dataset: regression for continuous measurements (e.g., permeability, clearance, half-life) or binary classification for categorical outcomes (e.g., BBB penetration, CYP inhibition). Dataset: hlm. (1) The molecule is Cc1ccc(NC(=O)c2ccc(S(C)(=O)=O)cc2)cc1Nc1nccc(-c2cccnc2)n1. The result is 0 (unstable in human liver microsomes). (2) The compound is COc1ccc(C)cc1S(=O)(=O)N[C@H]1CC[C@@H](N2CCN(c3ccccc3OC(C)C)CC2)CC1. The result is 1 (stable in human liver microsomes).